The task is: Regression/Classification. Given a drug SMILES string, predict its toxicity properties. Task type varies by dataset: regression for continuous values (e.g., LD50, hERG inhibition percentage) or binary classification for toxic/non-toxic outcomes (e.g., AMES mutagenicity, cardiotoxicity, hepatotoxicity). Dataset: herg_karim.. This data is from hERG potassium channel inhibition data for cardiac toxicity prediction from Karim et al.. (1) The result is 1 (blocker). The molecule is C[C@@H]1CCCN1CCc1cc2cc(-c3ccc(C#N)cc3)ccc2o1. (2) The drug is CN1C(=O)[C@H](NC(=O)/C=C/c2ccc(Cl)cc2Cl)N=C(c2ccccc2)c2ccccc21. The result is 1 (blocker). (3) The drug is Cn1c(CCCCCN2CC3C[C@]3(c3ccc(C(F)(F)F)cc3)C2)nnc1-c1ccc(Cl)cc1. The result is 1 (blocker). (4) The molecule is Cl.N[C@H](CO)c1cc(C(=O)N[C@@H]2CCc3ccc(Oc4ccnc5c4CCC(=O)N5)cc3C2)cc(C(F)(F)F)c1. The result is 0 (non-blocker). (5) The compound is COc1cnc2ccc(=O)n(CCN3CCN(c4nc5cc(C#N)c(C)cc5[nH]4)CC3)c2c1. The result is 0 (non-blocker).